Dataset: Full USPTO retrosynthesis dataset with 1.9M reactions from patents (1976-2016). Task: Predict the reactants needed to synthesize the given product. (1) The reactants are: [F:1][C:2]1[CH:3]=[CH:4][C:5]2[O:9][C:8]([CH:10](O)[CH:11]([CH3:13])[CH3:12])=[C:7]([CH3:15])[C:6]=2[CH:16]=1.S(Cl)([Cl:19])=O.C(=O)([O-])O.[Na+]. Given the product [Cl:19][CH:10]([C:8]1[O:9][C:5]2[CH:4]=[CH:3][C:2]([F:1])=[CH:16][C:6]=2[C:7]=1[CH3:15])[CH:11]([CH3:13])[CH3:12], predict the reactants needed to synthesize it. (2) Given the product [Cl:1][C:2]1[CH:34]=[CH:33][C:32]([CH:39]2[CH2:41][CH2:43][CH:42]=[CH:40]2)=[CH:31][C:3]=1[C:4]([NH2:6])=[O:5], predict the reactants needed to synthesize it. The reactants are: [Cl:1][C:2]1[CH:34]=[CH:33][CH:32]=[CH:31][C:3]=1[C:4]([NH:6]C(=O)NC1SC2C=C(S(CCNCC3CCCO3)(=O)=O)C=CC=2N=1)=[O:5].ClC(O[CH:39]([CH3:41])[CH3:40])=O.[CH3:42][CH2:43]N(C(C)C)C(C)C.N. (3) Given the product [C:16]([O:15][C:13]([NH:8][C@H:7]([CH2:11][CH2:10][C:9]([C:22]1[CH:27]=[CH:26][C:25]([F:28])=[CH:24][C:23]=1[F:29])=[O:12])[C:5]([O:4][CH2:3][CH3:2])=[O:6])=[O:14])([CH3:19])([CH3:18])[CH3:17], predict the reactants needed to synthesize it. The reactants are: [Mg].[CH3:2][CH2:3][O:4][C:5]([C@H:7]1[CH2:11][CH2:10][C:9](=[O:12])[N:8]1[C:13]([O:15][C:16]([CH3:19])([CH3:18])[CH3:17])=[O:14])=[O:6].O.Br[C:22]1[CH:27]=[CH:26][C:25]([F:28])=[CH:24][C:23]=1[F:29]. (4) Given the product [F:15][C:16]1[N:21]=[C:20]([CH2:22][N:23]2[CH:27]=[CH:26][C:25]([NH2:28])=[N:24]2)[CH:19]=[CH:18][CH:17]=1, predict the reactants needed to synthesize it. The reactants are: FC1C(CN2C=CC(N)=N2)=CC=CN=1.[F:15][C:16]1[N:21]=[C:20]([CH2:22][N:23]2[CH:27]=[CH:26][C:25]([N:28]3C(=O)C4C(=CC=CC=4)C3=O)=[N:24]2)[CH:19]=[CH:18][CH:17]=1.